Dataset: Forward reaction prediction with 1.9M reactions from USPTO patents (1976-2016). Task: Predict the product of the given reaction. (1) Given the reactants [Cl:1][C:2]1[CH:3]=[C:4]([C:8]2[CH:13]=[CH:12][C:11]([C:14](OC)=[O:15])=[C:10]([O:18][CH3:19])[CH:9]=2)[CH:5]=[CH:6][CH:7]=1.O.[NH2:21][NH2:22].O, predict the reaction product. The product is: [Cl:1][C:2]1[CH:3]=[C:4]([C:8]2[CH:13]=[CH:12][C:11]([C:14]([NH:21][NH2:22])=[O:15])=[C:10]([O:18][CH3:19])[CH:9]=2)[CH:5]=[CH:6][CH:7]=1. (2) Given the reactants [NH2:1][C:2]1[CH:11]=[CH:10][C:5]([C:6]([O:8][CH3:9])=[O:7])=[CH:4][C:3]=1Br.[Cl:13][C:14]1[CH:19]=[CH:18][C:17](B(O)O)=[CH:16][CH:15]=1.C(N(CC)CC)C, predict the reaction product. The product is: [CH3:9][O:8][C:6]([C:5]1[CH:4]=[C:3]([C:17]2[CH:18]=[CH:19][C:14]([Cl:13])=[CH:15][CH:16]=2)[C:2]([NH2:1])=[CH:11][CH:10]=1)=[O:7]. (3) Given the reactants [CH2:1]([NH:9][C:10]1[C:11]([C:24]2[CH:29]=[CH:28][CH:27]=[CH:26][CH:25]=2)=[N:12][C:13]2[C:18]([N:19]=1)=[CH:17][C:16]([C:20]([O:22]C)=[O:21])=[CH:15][CH:14]=2)[CH2:2][C:3]1[CH:8]=[CH:7][CH:6]=[CH:5][CH:4]=1.[OH-].[Na+], predict the reaction product. The product is: [CH2:1]([NH:9][C:10]1[C:11]([C:24]2[CH:29]=[CH:28][CH:27]=[CH:26][CH:25]=2)=[N:12][C:13]2[C:18]([N:19]=1)=[CH:17][C:16]([C:20]([OH:22])=[O:21])=[CH:15][CH:14]=2)[CH2:2][C:3]1[CH:4]=[CH:5][CH:6]=[CH:7][CH:8]=1. (4) Given the reactants [Br:1][C:2]1[N:7]2[CH:8]=[CH:9][N:10]=[C:6]2[C:5]([NH:11][C:12]2[CH:13]=[CH:14][C:15]([N:21]3[CH2:26][CH2:25][O:24][CH2:23][CH2:22]3)=[C:16]([CH:20]=2)[C:17]([NH2:19])=[O:18])=[N:4][CH:3]=1.FC1C=C(B2OC(C)(C)C(C)(C)O2)C=C(F)C=1C(N)=O, predict the reaction product. The product is: [NH3:4].[Br:1][C:2]1[N:7]2[CH:8]=[CH:9][N:10]=[C:6]2[C:5]([NH:11][C:12]2[CH:13]=[CH:14][C:15]([N:21]3[CH2:22][CH2:23][O:24][CH2:25][CH2:26]3)=[C:16]([CH:20]=2)[C:17]([NH2:19])=[O:18])=[N:4][CH:3]=1. (5) Given the reactants [Cl:1][C:2]1[C:3]([F:12])=[C:4]([CH:8]=[CH:9][C:10]=1[F:11])[C:5](O)=[O:6].C(Cl)(=O)C([Cl:16])=O, predict the reaction product. The product is: [Cl:1][C:2]1[C:3]([F:12])=[C:4]([CH:8]=[CH:9][C:10]=1[F:11])[C:5]([Cl:16])=[O:6]. (6) Given the reactants [F:1][C:2]1[CH:9]=[CH:8][C:7]([I:10])=[CH:6][C:3]=1[CH2:4][OH:5].[C:11]([O:15][C:16]([N:18]1[CH2:23][CH2:22][N:21]([C:24](Cl)=[O:25])[C@H:20]([CH2:27][CH3:28])[CH2:19]1)=[O:17])([CH3:14])([CH3:13])[CH3:12].[H-].[Na+], predict the reaction product. The product is: [F:1][C:2]1[CH:9]=[CH:8][C:7]([I:10])=[CH:6][C:3]=1[CH2:4][O:5][C:24]([N:21]1[CH2:22][CH2:23][N:18]([C:16]([O:15][C:11]([CH3:13])([CH3:12])[CH3:14])=[O:17])[CH2:19][C@H:20]1[CH2:27][CH3:28])=[O:25].